This data is from Aqueous solubility values for 9,982 compounds from the AqSolDB database. The task is: Regression/Classification. Given a drug SMILES string, predict its absorption, distribution, metabolism, or excretion properties. Task type varies by dataset: regression for continuous measurements (e.g., permeability, clearance, half-life) or binary classification for categorical outcomes (e.g., BBB penetration, CYP inhibition). For this dataset (solubility_aqsoldb), we predict Y. (1) The drug is Nc1ccccc1C(=O)O. The Y is -1.52 log mol/L. (2) The molecule is Nc1ccc2cc3ccc(N)cc3nc2c1. The Y is 0.378 log mol/L. (3) The drug is CCOC(=O)C(C)C1CCCCC1. The Y is -3.33 log mol/L. (4) The molecule is CC(C)OP(=O)(OC(C)C)SCc1ccccc1. The Y is -2.86 log mol/L. (5) The drug is CC(O)C#N. The Y is 1.15 log mol/L.